Predict the reactants needed to synthesize the given product. From a dataset of Full USPTO retrosynthesis dataset with 1.9M reactions from patents (1976-2016). (1) Given the product [Cl:8][C:19]([CH2:18][O:17][C:16]1[CH:15]=[C:14]([CH:24]=[CH:23][CH:22]=1)[C:12]([O:11][CH3:10])=[O:13])=[O:20], predict the reactants needed to synthesize it. The reactants are: CN(C)C=O.S(Cl)([Cl:8])=O.[CH3:10][O:11][C:12]([C:14]1[CH:15]=[C:16]([CH:22]=[CH:23][CH:24]=1)[O:17][CH2:18][C:19](O)=[O:20])=[O:13]. (2) Given the product [Cl:10][C:8]1[CH:9]=[C:2]2[C:3]([CH:4]=[C:12]([CH3:13])[CH:11]=[N:1]2)=[CH:6][CH:7]=1, predict the reactants needed to synthesize it. The reactants are: [NH2:1][C:2]1[CH:9]=[C:8]([Cl:10])[CH:7]=[CH:6][C:3]=1[CH:4]=O.[CH:11](=O)[CH2:12][CH3:13].N1CCCCC1. (3) The reactants are: Cl[C:2]1[N:3]=[N:4][C:5]([C:22]2[CH:27]=[C:26]([CH3:28])[CH:25]=[C:24]([Cl:29])[CH:23]=2)=[CH:6][C:7]=1[C:8]([NH:10][CH2:11][C:12]1[CH:17]=[CH:16][C:15]([O:18][CH3:19])=[C:14]([O:20][CH3:21])[CH:13]=1)=[O:9].C([Sn](CCCC)(CCCC)[C:35]1[CH:40]=[CH:39][CH:38]=[CH:37][N:36]=1)CCC.[F-].[Cs+]. Given the product [Cl:29][C:24]1[CH:23]=[C:22]([C:5]2[N:4]=[N:3][C:2]([C:35]3[CH:40]=[CH:39][CH:38]=[CH:37][N:36]=3)=[C:7]([C:8]([NH:10][CH2:11][C:12]3[CH:17]=[CH:16][C:15]([O:18][CH3:19])=[C:14]([O:20][CH3:21])[CH:13]=3)=[O:9])[CH:6]=2)[CH:27]=[C:26]([CH3:28])[CH:25]=1, predict the reactants needed to synthesize it. (4) Given the product [CH3:20][N:21]([CH3:22])[S:10]([C:5]1[CH:6]=[CH:7][CH:8]=[CH:9][C:4]=1[N+:1]([O-:3])=[O:2])(=[O:12])=[O:11], predict the reactants needed to synthesize it. The reactants are: [N+:1]([C:4]1[CH:9]=[CH:8][CH:7]=[CH:6][C:5]=1[S:10](Cl)(=[O:12])=[O:11])([O-:3])=[O:2].C(=O)([O-])[O-].[Na+].[Na+].[CH3:20][NH:21][CH3:22]. (5) Given the product [Cl:1][C:2]1[CH:7]=[CH:6][C:5]([O:8][CH2:9][CH2:10][N:11]2[CH2:12][CH2:13][CH2:14][CH2:15][CH2:16]2)=[C:4]2[C:3]=1[NH:17][C:18](=[O:28])[C:19]([CH3:20])=[CH:27]2, predict the reactants needed to synthesize it. The reactants are: [Cl:1][C:2]1[CH:7]=[CH:6][C:5]([O:8][CH2:9][CH2:10][N:11]2[CH2:16][CH2:15][CH2:14][CH2:13][CH2:12]2)=[CH:4][C:3]=1[NH:17][C:18](=[O:28])/[C:19](/[CH3:27])=[CH:20]/C1C=CC=CC=1.[Cl-].[Cl-].[Cl-].[Al+3]. (6) Given the product [F:1][C:2]1[CH:3]=[C:4]([C:32]#[N:33])[CH:5]=[C:6]2[C:10]=1[N:9]([C:11]([C:12]1[CH:13]=[CH:14][CH:15]=[CH:16][CH:17]=1)([C:24]1[CH:25]=[CH:26][CH:27]=[CH:28][CH:29]=1)[C:18]1[CH:23]=[CH:22][CH:21]=[CH:20][CH:19]=1)[N:8]=[C:7]2/[CH:30]=[CH:31]/[C:63]1[CH:64]=[N:65][CH:66]=[CH:67][CH:68]=1, predict the reactants needed to synthesize it. The reactants are: [F:1][C:2]1[CH:3]=[C:4]([C:32]#[N:33])[CH:5]=[C:6]2[C:10]=1[N:9]([C:11]([C:24]1[CH:29]=[CH:28][CH:27]=[CH:26][CH:25]=1)([C:18]1[CH:23]=[CH:22][CH:21]=[CH:20][CH:19]=1)[C:12]1[CH:17]=[CH:16][CH:15]=[CH:14][CH:13]=1)[N:8]=[C:7]2[CH:30]=[CH2:31].C(N(CC)CC)C.C(P(C(C)(C)C)C1C=CC=CC=1C1C=CC=CC=1)(C)(C)C.Br[C:63]1[CH:64]=[N:65][CH:66]=[CH:67][CH:68]=1. (7) Given the product [Br:28][C:29]1[C:30]([C:20]2[S:19][C:18]([CH:17]([C:11]3[CH:12]=[CH:13][CH:14]=[CH:15][CH:16]=3)[O:23][Si:24]([CH3:27])([CH3:26])[CH3:25])=[N:22][CH:21]=2)=[N:31][C:32]([Cl:35])=[N:33][CH:34]=1, predict the reactants needed to synthesize it. The reactants are: [Li]C(C)(C)C.CCCCC.[C:11]1([CH:17]([O:23][Si:24]([CH3:27])([CH3:26])[CH3:25])[C:18]2[S:19][CH:20]=[CH:21][N:22]=2)[CH:16]=[CH:15][CH:14]=[CH:13][CH:12]=1.[Br:28][C:29]1[CH:30]=[N:31][C:32]([Cl:35])=[N:33][CH:34]=1.ClC1C(=O)C(C#N)=C(C#N)C(=O)C=1Cl.O=C1O[C@H]([C@H](CO)O)C([O-])=C1O.[Na+]. (8) The reactants are: [CH2:1]([N:3]1[CH:7]=[C:6]([NH:8][C:9](=[O:34])[CH2:10][C:11]2[CH:16]=[CH:15][C:14]([O:17][C:18]3[C:27]4[C:22](=[CH:23][CH:24]=[C:25]([C:28]([O:30]C)=[O:29])[CH:26]=4)[N:21]=[CH:20][CH:19]=3)=[CH:13][C:12]=2[O:32][CH3:33])[CH:5]=[N:4]1)[CH3:2].[OH-].[Li+]. Given the product [CH2:1]([N:3]1[CH:7]=[C:6]([NH:8][C:9](=[O:34])[CH2:10][C:11]2[CH:16]=[CH:15][C:14]([O:17][C:18]3[C:27]4[C:22](=[CH:23][CH:24]=[C:25]([C:28]([OH:30])=[O:29])[CH:26]=4)[N:21]=[CH:20][CH:19]=3)=[CH:13][C:12]=2[O:32][CH3:33])[CH:5]=[N:4]1)[CH3:2], predict the reactants needed to synthesize it.